This data is from Full USPTO retrosynthesis dataset with 1.9M reactions from patents (1976-2016). The task is: Predict the reactants needed to synthesize the given product. (1) Given the product [C:1]([O:5][C:6]([N:8]1[CH2:9][CH2:10][C:11]([O:19][CH2:20][O:21][CH2:22][C:23]2[CH:24]=[CH:25][CH:26]=[CH:27][CH:28]=2)([CH2:14][CH:15]([CH3:18])[CH:16]=[O:17])[CH2:12][CH2:13]1)=[O:7])([CH3:2])([CH3:3])[CH3:4], predict the reactants needed to synthesize it. The reactants are: [C:1]([O:5][C:6]([N:8]1[CH2:13][CH2:12][C:11]([O:19][CH2:20][O:21][CH2:22][C:23]2[CH:28]=[CH:27][CH:26]=[CH:25][CH:24]=2)([CH2:14][CH:15]([CH3:18])[CH2:16][OH:17])[CH2:10][CH2:9]1)=[O:7])([CH3:4])([CH3:3])[CH3:2].CC(OI1(OC(C)=O)(OC(C)=O)OC(=O)C2C=CC=CC1=2)=O. (2) Given the product [I:1][C:2]1[CH:7]=[CH:6][N:5]([CH3:13])[C:4](=[O:8])[CH:3]=1, predict the reactants needed to synthesize it. The reactants are: [I:1][C:2]1[CH:7]=[CH:6][N:5]=[C:4]([OH:8])[CH:3]=1.[H-].[Na+].CI.[C:13]([O-])(O)=O.[Na+]. (3) Given the product [CH2:1]([N:8]([C:9]([O:10][CH2:11][C:12]1[CH:17]=[CH:16][CH:15]=[CH:14][CH:13]=1)=[O:18])[C@H:19]1[CH2:24][CH2:23][N:22]([C:35]2[C:36]([F:38])=[C:37]([CH:28]=[CH:29][CH:30]=2)[C:39]([O:40][CH3:46])=[O:42])[CH2:21][C@H:20]1[O:25][CH3:26])[C:2]1[CH:3]=[CH:4][CH:5]=[CH:6][CH:7]=1, predict the reactants needed to synthesize it. The reactants are: [CH2:1]([N:8]([C@H:19]1[CH2:24][CH2:23][NH:22][CH2:21][C@H:20]1[O:25][CH3:26])[C:9](=[O:18])[O:10][CH2:11][C:12]1[CH:17]=[CH:16][CH:15]=[CH:14][CH:13]=1)[C:2]1[CH:7]=[CH:6][CH:5]=[CH:4][CH:3]=1.Br[C:28]1[CH:29]=[C:30]([CH:35]=[C:36]([F:38])[CH:37]=1)C(OC)=O.[C:39](=[O:42])([O-])[O-:40].[Cs+].[Cs+].O1CCOC[CH2:46]1. (4) Given the product [Cl:37][C:23]1[CH:22]=[C:21]([NH:20][S:12]([C:10]2[S:11][C:7]([C:6]3[N:2]([CH3:1])[N:3]=[C:4]([C:16]([F:19])([F:18])[F:17])[CH:5]=3)=[CH:8][CH:9]=2)(=[O:14])=[O:13])[CH:26]=[CH:25][C:24]=1[NH:27][C:28]([NH:30][C:31]1[CH:36]=[CH:35][CH:34]=[CH:33][CH:32]=1)=[O:29], predict the reactants needed to synthesize it. The reactants are: [CH3:1][N:2]1[C:6]([C:7]2[S:11][C:10]([S:12](Cl)(=[O:14])=[O:13])=[CH:9][CH:8]=2)=[CH:5][C:4]([C:16]([F:19])([F:18])[F:17])=[N:3]1.[NH2:20][C:21]1[CH:26]=[CH:25][C:24]([NH:27][C:28]([NH:30][C:31]2[CH:36]=[CH:35][CH:34]=[CH:33][CH:32]=2)=[O:29])=[C:23]([Cl:37])[CH:22]=1.N1C=CC=CC=1. (5) Given the product [CH3:28][O:27][C:25](=[O:26])[CH2:24][N:17]1[C:16](=[O:19])[N:15]([CH2:20][CH:21]=[CH2:22])[C:14]([C:11]2[CH:10]=[CH:9][C:8]([Cl:7])=[CH:13][CH:12]=2)=[N:18]1, predict the reactants needed to synthesize it. The reactants are: C(=O)([O-])[O-].[K+].[K+].[Cl:7][C:8]1[CH:13]=[CH:12][C:11]([C:14]2[N:15]([CH2:20][CH:21]=[CH2:22])[C:16](=[O:19])[NH:17][N:18]=2)=[CH:10][CH:9]=1.Cl[CH2:24][C:25]([O:27][CH3:28])=[O:26].